Predict the reaction yield, written as a fraction of the theoretical maximum amount of product (1.0 means a 100% yield; for example, 0.34 means a 34% yield). From a dataset of Reaction yield outcomes from USPTO patents with 853,638 reactions. (1) The reactants are N[C:2]1([NH2:13])[CH:10]=[CH:9][C:8]([O:11][CH3:12])=[CH:7][CH:3]1[C:4]([OH:6])=O.[N:14]1C=CC=CC=1.[F:20][C:21]([F:32])([F:31])[C:22](O[C:22](=O)[C:21]([F:32])([F:31])[F:20])=O.C(=O)([O-])[O-].[NH4+].[NH4+]. The catalyst is C(#N)C. The product is [CH3:12][O:11][C:8]1[CH:7]=[C:3]2[C:2](=[CH:10][CH:9]=1)[N:13]=[C:22]([C:21]([F:32])([F:31])[F:20])[NH:14][C:4]2=[O:6]. The yield is 0.740. (2) The reactants are [Cl:1][C:2]1[CH:3]=[C:4]2[C:10]([C:11]3[N:16]=[C:15]([NH:17][C@H:18]4[CH2:22][CH2:21][N:20]([S:23]([CH3:26])(=[O:25])=[O:24])[CH2:19]4)[C:14]([F:27])=[CH:13][N:12]=3)=[CH:9][NH:8][C:5]2=[N:6][CH:7]=1.Cl[C:29]1C=C2C(C3N=C(N[C@H]4CCNC4)C(F)=CN=3)=CN(S(C3C=CC(C)=CC=3)(=O)=O)C2=NC=1.C(S(Cl)(=O)=O)C. No catalyst specified. The product is [Cl:1][C:2]1[CH:3]=[C:4]2[C:10]([C:11]3[N:16]=[C:15]([NH:17][C@H:18]4[CH2:22][CH2:21][N:20]([S:23]([CH2:26][CH3:29])(=[O:24])=[O:25])[CH2:19]4)[C:14]([F:27])=[CH:13][N:12]=3)=[CH:9][NH:8][C:5]2=[N:6][CH:7]=1. The yield is 0.490. (3) The reactants are O1CCOC1CC=C1C[N:10]([C:12]([O:14][CH2:15][C:16]2[CH:21]=[CH:20][CH:19]=[CH:18][CH:17]=2)=[O:13])[CH2:9]1.C[N+]1([O-])CC[O:26]CC1.[C:30]([O:33][CH2:34][CH3:35])(=[O:32])[CH3:31].[CH3:36][C:37]([CH3:39])=[O:38].O. The catalyst is [Os](=O)(=O)(=O)=O. The product is [O:33]1[CH2:34][CH2:35][O:32][CH:30]1[CH2:31][CH:36]([C:37]1([OH:38])[CH2:9][N:10]([C:12]([O:14][CH2:15][C:16]2[CH:21]=[CH:20][CH:19]=[CH:18][CH:17]=2)=[O:13])[CH2:39]1)[OH:26]. The yield is 0.990.